From a dataset of TCR-epitope binding with 47,182 pairs between 192 epitopes and 23,139 TCRs. Binary Classification. Given a T-cell receptor sequence (or CDR3 region) and an epitope sequence, predict whether binding occurs between them. (1) The epitope is HTTDPSFLGRY. The TCR CDR3 sequence is CASSSDEGGITDTQYF. Result: 1 (the TCR binds to the epitope). (2) The epitope is MPASWVMRI. The TCR CDR3 sequence is CASSAGTGAGYEQYF. Result: 0 (the TCR does not bind to the epitope). (3) The epitope is FIAGLIAIV. The TCR CDR3 sequence is CASSSGSPTDTQYF. Result: 0 (the TCR does not bind to the epitope). (4) The epitope is GMFNMLSTVLGVS. The TCR CDR3 sequence is CAISHPGQGGQPQHF. Result: 0 (the TCR does not bind to the epitope). (5) The epitope is RLRPGGKKR. The TCR CDR3 sequence is CASSPPAGDTQYF. Result: 0 (the TCR does not bind to the epitope). (6) The epitope is ILKEPVHGV. The TCR CDR3 sequence is CASSQGAGGIEQFF. Result: 0 (the TCR does not bind to the epitope). (7) The TCR CDR3 sequence is CASSPGAGELFF. Result: 1 (the TCR binds to the epitope). The epitope is GTSGSPIVNR. (8) The epitope is LLALHRSYL. The TCR CDR3 sequence is CASIEGETQYF. Result: 0 (the TCR does not bind to the epitope). (9) The epitope is YFPLQSYGF. The TCR CDR3 sequence is CASSFGNEQYF. Result: 1 (the TCR binds to the epitope). (10) The epitope is KRWIILGLNK. The TCR CDR3 sequence is CASSLSAGQGMTDTQYF. Result: 1 (the TCR binds to the epitope).